Predict the product of the given reaction. From a dataset of Forward reaction prediction with 1.9M reactions from USPTO patents (1976-2016). (1) Given the reactants [CH2:1]([O:3][C:4]1[CH:5]=[C:6]([CH:23]=[C:24]([O:27][CH2:28][CH3:29])[C:25]=1F)[CH2:7][N:8]1[CH2:13][CH2:12][CH:11]([NH:14][C:15]([C:17]2[CH:18]=[N:19][CH:20]=[N:21][CH:22]=2)=[O:16])[CH2:10][CH2:9]1)[CH3:2].C(OC1C=C(C=C(OCC)C=1[N:41]1[CH:45]=[CH:44][CH:43]=[CH:42]1)C=O)C.C([BH3-])#N.[Na+].C(N(C(C)C)C(C)C)C, predict the reaction product. The product is: [CH2:1]([O:3][C:4]1[CH:5]=[C:6]([CH:23]=[C:24]([O:27][CH2:28][CH3:29])[C:25]=1[N:41]1[CH:45]=[CH:44][CH:43]=[CH:42]1)[CH2:7][N:8]1[CH2:13][CH2:12][CH:11]([NH:14][C:15]([C:17]2[CH:18]=[N:19][CH:20]=[N:21][CH:22]=2)=[O:16])[CH2:10][CH2:9]1)[CH3:2]. (2) Given the reactants C(OC([N:8]1[CH2:16][C:15]2[C:10](=[CH:11][CH:12]=[C:13]([N:17]3[CH2:20][CH:19]([O:21][CH3:22])[CH2:18]3)[CH:14]=2)[CH2:9]1)=O)(C)(C)C.[F:23][C:24]([F:29])([F:28])[C:25]([OH:27])=[O:26], predict the reaction product. The product is: [F:23][C:24]([F:29])([F:28])[C:25]([OH:27])=[O:26].[CH3:22][O:21][CH:19]1[CH2:20][N:17]([C:13]2[CH:14]=[C:15]3[C:10](=[CH:11][CH:12]=2)[CH2:9][NH:8][CH2:16]3)[CH2:18]1. (3) Given the reactants [CH3:1][C:2]([C:21]1[N:26]=[CH:25][C:24]([OH:27])=[CH:23][CH:22]=1)([C:6]1[CH:11]=[CH:10][C:9](B2OC(C)(C)C(C)(C)O2)=[CH:8][CH:7]=1)[CH:3]([CH3:5])[CH3:4].ClC1N=NC(C2C=CC(C(C)(C3C=CC(OCC4C=CC=CN=4)=CN=3)C(C)C)=CC=2)=CC=1.Cl[C:61]1[N:62]=[N:63][C:64]([C:67]([F:70])([F:69])[F:68])=[CH:65][CH:66]=1.CC(C1C=CC(OCC2C=CC=CN=2)=CN=1)(C1C=CC(B2OC(C)(C)C(C)(C)O2)=CC=1)C(C)C.ClC1N=NC(Cl)=CC=1, predict the reaction product. The product is: [CH3:1][C:2]([C:21]1[N:26]=[CH:25][C:24]([OH:27])=[CH:23][CH:22]=1)([C:6]1[CH:7]=[CH:8][C:9]([C:61]2[N:62]=[N:63][C:64]([C:67]([F:70])([F:69])[F:68])=[CH:65][CH:66]=2)=[CH:10][CH:11]=1)[CH:3]([CH3:4])[CH3:5]. (4) Given the reactants [SH:1][C:2]1[C:7]([NH:8][C:9]([C:11]2[CH:12]=[C:13]3[C:17](=[CH:18][CH:19]=2)[NH:16][CH:15]=[CH:14]3)=O)=[CH:6][CH:5]=[C:4]([C:20]2([C:23]3[CH:28]=[CH:27][CH:26]=[CH:25][CH:24]=3)[CH2:22][CH2:21]2)[N:3]=1.C1(C)C=CC=CC=1.C12(CS(O)(=O)=O)C(C)(C)C(CC1)CC2=O, predict the reaction product. The product is: [NH:16]1[C:17]2[C:13](=[CH:12][C:11]([C:9]3[S:1][C:2]4[C:7]([N:8]=3)=[CH:6][CH:5]=[C:4]([C:20]3([C:23]5[CH:28]=[CH:27][CH:26]=[CH:25][CH:24]=5)[CH2:22][CH2:21]3)[N:3]=4)=[CH:19][CH:18]=2)[CH:14]=[CH:15]1. (5) Given the reactants [Cl:1][C:2]1[C:3]([O:12][C:13]2[CH:18]=[C:17]([O:19][CH2:20][O:21][CH3:22])[CH:16]=[CH:15][C:14]=2[CH2:23][CH2:24][C:25](OCC)=[O:26])=[N:4][CH:5]=[C:6]([C:8]([F:11])([F:10])[F:9])[CH:7]=1.[H-].[Al+3].[Li+].[H-].[H-].[H-].O.O.O.O.O.O.O.O.O.O.S([O-])([O-])(=O)=O.[Na+].[Na+], predict the reaction product. The product is: [Cl:1][C:2]1[C:3]([O:12][C:13]2[CH:18]=[C:17]([O:19][CH2:20][O:21][CH3:22])[CH:16]=[CH:15][C:14]=2[CH2:23][CH2:24][CH2:25][OH:26])=[N:4][CH:5]=[C:6]([C:8]([F:10])([F:9])[F:11])[CH:7]=1. (6) Given the reactants Cl[CH:2]([CH3:15])[C:3]([C:5]1[CH:14]=[CH:13][C:8]2[NH:9][C:10](=[O:12])[O:11][C:7]=2[CH:6]=1)=[O:4].[OH:16][C:17]1([C:23]2[S:24][CH:25]=[CH:26][CH:27]=2)[CH2:22][CH2:21][NH:20][CH2:19][CH2:18]1.C(N(CC)CC)C.O, predict the reaction product. The product is: [OH:16][C:17]1([C:23]2[S:24][CH:25]=[CH:26][CH:27]=2)[CH2:18][CH2:19][N:20]([CH:2]([CH3:15])[C:3]([C:5]2[CH:14]=[CH:13][C:8]3[NH:9][C:10](=[O:12])[O:11][C:7]=3[CH:6]=2)=[O:4])[CH2:21][CH2:22]1. (7) The product is: [Br:1][C:2]1[C:3]([O:13][CH3:14])=[C:4]([CH:10]([OH:12])[CH3:11])[CH:5]=[C:6]([Cl:9])[C:7]=1[F:8]. Given the reactants [Br:1][C:2]1[C:3]([O:13][CH3:14])=[C:4]([C:10](=[O:12])[CH3:11])[CH:5]=[C:6]([Cl:9])[C:7]=1[F:8].CO.[BH4-].[Na+], predict the reaction product. (8) The product is: [O:2]=[CH:3][C@@H:4]([C@H:6]([C@@H:8]([C@@H:10]([CH2:12][OH:13])[OH:11])[OH:9])[OH:7])[OH:5].[O:2]=[CH:3][C@@H:4]([C@H:6]([C@@H:8]([CH2:10][OH:11])[OH:9])[OH:7])[OH:5]. Given the reactants N.[O:2]=[CH:3][C@@H:4]([C@H:6]([C@@H:8]([C@@H:10]([CH2:12][OH:13])[OH:11])[OH:9])[OH:7])[OH:5], predict the reaction product. (9) Given the reactants C(O)=O.[NH2:4][CH2:5][CH2:6][C:7]1[CH:27]=[CH:26][C:10]([NH:11][CH:12]2[CH2:17][CH2:16][N:15]([C:18]([NH:20][CH2:21][CH2:22][CH:23]([CH3:25])[CH3:24])=[O:19])[CH2:14][CH2:13]2)=[CH:9][CH:8]=1.C([Si]([O:45][C:46]1[CH:51]=[CH:50][C:49]([O:52][CH2:53][CH:54]2[CH2:56][O:55]2)=[CH:48][CH:47]=1)(C1C=CC=CC=1)C1C=CC=CC=1)(C)(C)C, predict the reaction product. The product is: [CH3:25][CH:23]([CH3:24])[CH2:22][CH2:21][NH:20][C:18]([N:15]1[CH2:16][CH2:17][CH:12]([NH:11][C:10]2[CH:9]=[CH:8][C:7]([CH2:6][CH2:5][NH:4][CH2:56][C@H:54]([OH:55])[CH2:53][O:52][C:49]3[CH:50]=[CH:51][C:46]([OH:45])=[CH:47][CH:48]=3)=[CH:27][CH:26]=2)[CH2:13][CH2:14]1)=[O:19]. (10) Given the reactants [CH3:13][C:12]([O:11][C:9](O[C:9]([O:11][C:12]([CH3:15])([CH3:14])[CH3:13])=[O:10])=[O:10])([CH3:15])[CH3:14].[NH:16]1[CH:20]2[CH2:21][NH:22][CH2:23][CH2:24][N:19]2[CH2:18][CH2:17]1, predict the reaction product. The product is: [N:16]1([C:9]([O:11][C:12]([CH3:13])([CH3:14])[CH3:15])=[O:10])[CH:20]2[CH2:21][N:22]([C:9]([O:11][C:12]([CH3:15])([CH3:14])[CH3:13])=[O:10])[CH2:23][CH2:24][N:19]2[CH2:18][CH2:17]1.